This data is from Catalyst prediction with 721,799 reactions and 888 catalyst types from USPTO. The task is: Predict which catalyst facilitates the given reaction. (1) Reactant: [NH2:1][C:2]1[CH:13]=[CH:12][C:5]2[N:6]([CH3:11])[C:7](=[O:10])[CH2:8][O:9][C:4]=2[CH:3]=1.C(O[CH:17]=[C:18]([C:24](=[O:31])[NH:25][C:26](OCC)=[O:27])[C:19]([O:21][CH2:22][CH3:23])=[O:20])C.CC(C)([O-])C.[K+].Cl. Product: [CH3:11][N:6]1[C:5]2[CH:12]=[CH:13][C:2]([N:1]3[CH:17]=[C:18]([C:19]([O:21][CH2:22][CH3:23])=[O:20])[C:24](=[O:31])[NH:25][C:26]3=[O:27])=[CH:3][C:4]=2[O:9][CH2:8][C:7]1=[O:10]. The catalyst class is: 40. (2) The catalyst class is: 554. Reactant: N(C(OCC)=O)=NC(OCC)=O.[Br:13][C:14]1[C:19]([OH:20])=[CH:18][CH:17]=[CH:16][N:15]=1.[CH2:21](O)[CH2:22][CH2:23][CH:24]=[CH2:25].C1C=CC(P(C2C=CC=CC=2)C2C=CC=CC=2)=CC=1. Product: [Br:13][C:14]1[C:19]([O:20][CH2:25][CH2:24][CH2:23][CH:22]=[CH2:21])=[CH:18][CH:17]=[CH:16][N:15]=1.